This data is from Forward reaction prediction with 1.9M reactions from USPTO patents (1976-2016). The task is: Predict the product of the given reaction. (1) Given the reactants [Si:1]([O:8][C@H:9]([CH2:24][O:25][Si](C(C)(C)C)(C)C)[C@@H:10]([NH:17][S@](C(C)(C)C)=O)[CH2:11][CH:12]1[CH2:16][CH2:15][O:14][CH2:13]1)([C:4]([CH3:7])([CH3:6])[CH3:5])([CH3:3])[CH3:2].Cl.[C:34]([O:38][C:39](O[C:42]([O:44][C:45]([CH3:48])([CH3:47])[CH3:46])=[O:43])=[O:40])([CH3:37])([CH3:36])[CH3:35], predict the reaction product. The product is: [Si:1]([O:8][C@H:9]([CH2:24][OH:25])[C@@H:10]([NH:17][C:39](=[O:40])[O:38][C:34]([CH3:37])([CH3:36])[CH3:35])[CH2:11][C@H:12]1[CH2:16][CH2:15][O:14][CH2:13]1)([C:4]([CH3:5])([CH3:6])[CH3:7])([CH3:2])[CH3:3].[Si:1]([O:8][C@H:9]([CH2:24][OH:25])[C@@H:10]([NH:17][C:42](=[O:43])[O:44][C:45]([CH3:46])([CH3:47])[CH3:48])[CH2:11][C@@H:12]1[CH2:16][CH2:15][O:14][CH2:13]1)([C:4]([CH3:6])([CH3:7])[CH3:5])([CH3:3])[CH3:2]. (2) Given the reactants Br[CH2:2][C:3]1[CH:4]=[CH:5][C:6]2[N:7]([N:9]=[C:10]([C:24]3[CH:29]=[CH:28][C:27]([F:30])=[CH:26][CH:25]=3)[C:11]=2[C:12]2[CH:17]=[CH:16][N:15]=[C:14]([NH:18][CH:19]3[CH2:23][CH2:22][CH2:21][CH2:20]3)[N:13]=2)[CH:8]=1.[CH:31]1([NH2:36])[CH2:35][CH2:34][CH2:33][CH2:32]1, predict the reaction product. The product is: [CH:19]1([NH:18][C:14]2[N:13]=[C:12]([C:11]3[C:10]([C:24]4[CH:29]=[CH:28][C:27]([F:30])=[CH:26][CH:25]=4)=[N:9][N:7]4[CH:8]=[C:3]([CH2:2][NH:36][CH:31]5[CH2:35][CH2:34][CH2:33][CH2:32]5)[CH:4]=[CH:5][C:6]=34)[CH:17]=[CH:16][N:15]=2)[CH2:23][CH2:22][CH2:21][CH2:20]1. (3) Given the reactants [C:1]1([O:7][C:8](Cl)=[O:9])[CH:6]=[CH:5][CH:4]=[CH:3][CH:2]=1.[F-:11].[Na+].C1OCCOCCOCCOCCOC1, predict the reaction product. The product is: [C:1]1([O:7][C:8]([F:11])=[O:9])[CH:6]=[CH:5][CH:4]=[CH:3][CH:2]=1. (4) Given the reactants [N:1]1(C[OH:11])[C:5]2[CH:6]=[CH:7][CH:8]=[CH:9][C:4]=2[N:3]=[CH:2]1.[NH2:12][C:13]1[N:18]=[CH:17][N:16]=[C:15]2[N:19]([C@H:30]3[CH2:35][CH2:34][C@@H:33]([N:36]4[CH2:41][CH2:40][N:39]([CH3:42])[CH2:38][CH2:37]4)[CH2:32][CH2:31]3)[N:20]=[C:21]([C:22]3[CH:29]=[CH:28][C:25]([CH:26]=[O:27])=[CH:24][CH:23]=3)[C:14]=12, predict the reaction product. The product is: [C:26]([OH:27])(=[O:11])[CH3:25].[NH3:1].[NH2:12][C:13]1[N:18]=[CH:17][N:16]=[C:15]2[N:19]([C@H:30]3[CH2:35][CH2:34][C@@H:33]([N:36]4[CH2:41][CH2:40][N:39]([CH3:42])[CH2:38][CH2:37]4)[CH2:32][CH2:31]3)[N:20]=[C:21]([C:22]3[CH:29]=[CH:28][C:25]([CH:26]([C:2]4[NH:1][C:5]5[CH:6]=[CH:7][CH:8]=[CH:9][C:4]=5[N:3]=4)[OH:27])=[CH:24][CH:23]=3)[C:14]=12.